This data is from Reaction yield outcomes from USPTO patents with 853,638 reactions. The task is: Predict the reaction yield, written as a fraction of the theoretical maximum amount of product (1.0 means a 100% yield; for example, 0.34 means a 34% yield). The reactants are [OH:1][C:2]1[CH:10]=[CH:9][C:5]([C:6]([OH:8])=[O:7])=[CH:4][CH:3]=1.C(=O)([O-])[O-].[K+].[K+].[I-].[K+].Br[CH2:20][CH2:21][CH2:22][CH2:23][CH2:24][CH2:25][CH2:26][CH2:27][CH2:28][CH2:29][CH2:30][OH:31]. The catalyst is CN(C=O)C.O. The product is [OH:31][CH2:30][CH2:29][CH2:28][CH2:27][CH2:26][CH2:25][CH2:24][CH2:23][CH2:22][CH2:21][CH2:20][O:1][C:2]1[CH:10]=[CH:9][C:5]([C:6]([OH:8])=[O:7])=[CH:4][CH:3]=1. The yield is 0.540.